This data is from Forward reaction prediction with 1.9M reactions from USPTO patents (1976-2016). The task is: Predict the product of the given reaction. (1) Given the reactants CN(C)C[CH2:4][CH:5]([C:7]1[CH:12]=[CH:11][CH:10]=[CH:9][CH:8]=1)O.[NH:14]1[CH:18]=[C:17]([NH:19][C:20]([C:22]2[C:30]3[C:25](=[CH:26][CH:27]=[CH:28][CH:29]=3)[N:24](C(C3C=CC=CC=3)(C3C=CC=CC=3)C3C=CC=CC=3)[N:23]=2)=[O:21])[CH:16]=[N:15]1.N1C=C(NC(C2C3C(=CC(C4C=CN(C5CCCCO5)N=4)=CC=3)N(COCC[Si](C)(C)C)N=2)=O)C=N1, predict the reaction product. The product is: [C:7]1([CH:5]([N:15]2[CH:16]=[C:17]([NH:19][C:20]([C:22]3[C:30]4[C:25](=[CH:26][CH:27]=[CH:28][CH:29]=4)[NH:24][N:23]=3)=[O:21])[CH:18]=[N:14]2)[CH3:4])[CH:12]=[CH:11][CH:10]=[CH:9][CH:8]=1. (2) Given the reactants Cl.[C:2]([NH:6][OH:7])([CH3:5])([CH3:4])[CH3:3].[F:8][C:9]1[CH:14]=[CH:13][C:12]([NH:15][S:16]([C:19]2[CH:26]=[CH:25][C:22]([CH:23]=O)=[CH:21][CH:20]=2)(=[O:18])=[O:17])=[CH:11][CH:10]=1, predict the reaction product. The product is: [C:2]([N+:6]([O-:7])=[CH:23][C:22]1[CH:21]=[CH:20][C:19]([S:16](=[O:18])(=[O:17])[NH:15][C:12]2[CH:13]=[CH:14][C:9]([F:8])=[CH:10][CH:11]=2)=[CH:26][CH:25]=1)([CH3:5])([CH3:4])[CH3:3]. (3) Given the reactants Cl[CH2:2][C:3]1[S:7][C:6]([NH:8][C:9](=[O:11])[CH3:10])=[N:5][CH:4]=1.Cl.[CH2:13]([CH:20]1[CH2:25][CH2:24][NH:23][CH2:22][CH:21]1[F:26])[C:14]1[CH:19]=[CH:18][CH:17]=[CH:16][CH:15]=1.CCN(C(C)C)C(C)C, predict the reaction product. The product is: [CH2:13]([CH:20]1[CH2:25][CH2:24][N:23]([CH2:2][C:3]2[S:7][C:6]([NH:8][C:9](=[O:11])[CH3:10])=[N:5][CH:4]=2)[CH2:22][CH:21]1[F:26])[C:14]1[CH:15]=[CH:16][CH:17]=[CH:18][CH:19]=1. (4) Given the reactants [Cl:1][C:2]1[CH:3]=[C:4]([CH:6]=[CH:7][C:8]=1[O:9][C:10]1[C:19]2[C:14](=[CH:15][C:16]([O:22][CH3:23])=[C:17]([O:20][CH3:21])[CH:18]=2)[N:13]=[CH:12][CH:11]=1)[NH2:5].C(O)C.[CH3:27][C:28]1[CH:33]=[CH:32][C:31]([C:34]([N:36]=[C:37]=[S:38])=[O:35])=[CH:30][CH:29]=1, predict the reaction product. The product is: [Cl:1][C:2]1[CH:3]=[C:4]([NH:5][C:37]([NH:36][C:34](=[O:35])[C:31]2[CH:32]=[CH:33][C:28]([CH3:27])=[CH:29][CH:30]=2)=[S:38])[CH:6]=[CH:7][C:8]=1[O:9][C:10]1[C:19]2[C:14](=[CH:15][C:16]([O:22][CH3:23])=[C:17]([O:20][CH3:21])[CH:18]=2)[N:13]=[CH:12][CH:11]=1.